Task: Predict the reaction yield, written as a fraction of the theoretical maximum amount of product (1.0 means a 100% yield; for example, 0.34 means a 34% yield).. Dataset: Reaction yield outcomes from USPTO patents with 853,638 reactions (1) The reactants are [CH:1]1([O:6][C:7]2[N:8]=[C:9]([NH:16][C:17]3[CH:22]=[CH:21][C:20]([CH2:23][C:24]([O:26]CC)=O)=[CH:19][CH:18]=3)[C:10]3[CH2:15][CH2:14][CH2:13][C:11]=3[N:12]=2)[CH2:5][CH2:4][CH2:3][CH2:2]1.[NH3:29]. The product is [CH:1]1([O:6][C:7]2[N:8]=[C:9]([NH:16][C:17]3[CH:22]=[CH:21][C:20]([CH2:23][C:24]([NH2:29])=[O:26])=[CH:19][CH:18]=3)[C:10]3[CH2:15][CH2:14][CH2:13][C:11]=3[N:12]=2)[CH2:5][CH2:4][CH2:3][CH2:2]1. The yield is 0.300. The catalyst is CO. (2) The reactants are [C:1]([C:5]1[N:13]=[C:12]2[C:8]([N:9]=[CH:10][N:11]2[CH2:14][C:15]2[C:20]([Cl:21])=[CH:19][CH:18]=[CH:17][N:16]=2)=[C:7](Cl)[N:6]=1)([CH3:4])([CH3:3])[CH3:2].[OH:23][CH2:24][C@@H:25]1[C@@H:29]([OH:30])[CH2:28][CH2:27][NH:26]1. No catalyst specified. The product is [C:1]([C:5]1[N:13]=[C:12]2[C:8]([N:9]=[CH:10][N:11]2[CH2:14][C:15]2[C:20]([Cl:21])=[CH:19][CH:18]=[CH:17][N:16]=2)=[C:7]([N:26]2[CH2:27][CH2:28][C@H:29]([OH:30])[C@H:25]2[CH2:24][OH:23])[N:6]=1)([CH3:4])([CH3:3])[CH3:2]. The yield is 0.0600. (3) The catalyst is CO.C1COCC1.O. The reactants are [Br:1][C:2]1[CH:7]=[CH:6][C:5]([NH:8][C:9]2[C:10]([CH:19]([OH:28])[CH2:20][Si](OC(C)C)(C)C)=[CH:11][C:12]3[NH:16][CH:15]=[N:14][C:13]=3[C:17]=2[F:18])=[C:4]([Cl:29])[CH:3]=1.[F-].[K+].[OH:32]O. The yield is 0.340. The product is [Br:1][C:2]1[CH:7]=[CH:6][C:5]([NH:8][C:9]2[C:10]([CH:19]([OH:28])[CH2:20][OH:32])=[CH:11][C:12]3[NH:16][CH:15]=[N:14][C:13]=3[C:17]=2[F:18])=[C:4]([Cl:29])[CH:3]=1. (4) The reactants are Br[C:2]1[CH:3]=[CH:4][C:5]([Cl:11])=[C:6]2[C:10]=1[NH:9][CH:8]=[CH:7]2.CC([O-])=O.[K+].[CH3:17][C:18]1([CH3:34])[C:22]([CH3:24])([CH3:23])[O:21][B:20]([B:20]2[O:21][C:22]([CH3:24])([CH3:23])[C:18]([CH3:34])([CH3:17])[O:19]2)[O:19]1.O. The catalyst is O1CCOCC1.C1C=CC(P(C2C=CC=CC=2)[C-]2C=CC=C2)=CC=1.C1C=CC(P(C2C=CC=CC=2)[C-]2C=CC=C2)=CC=1.Cl[Pd]Cl.[Fe+2]. The product is [Cl:11][C:5]1[CH:4]=[CH:3][C:2]([B:20]2[O:21][C:22]([CH3:24])([CH3:23])[C:18]([CH3:34])([CH3:17])[O:19]2)=[C:10]2[C:6]=1[CH:7]=[CH:8][NH:9]2. The yield is 0.156.